Dataset: Reaction yield outcomes from USPTO patents with 853,638 reactions. Task: Predict the reaction yield, written as a fraction of the theoretical maximum amount of product (1.0 means a 100% yield; for example, 0.34 means a 34% yield). (1) The reactants are CO[CH:3](OC)[CH2:4][CH:5](OC)OC.[Cl:12][C:13]1[CH:22]=[C:21]([Cl:23])[C:20]([NH:24][NH2:25])=[CH:19][C:14]=1[C:15]([O:17][CH3:18])=[O:16]. The catalyst is CO. The product is [Cl:12][C:13]1[CH:22]=[C:21]([Cl:23])[C:20]([N:24]2[CH:5]=[CH:4][CH:3]=[N:25]2)=[CH:19][C:14]=1[C:15]([O:17][CH3:18])=[O:16]. The yield is 0.430. (2) The reactants are Br[C:2]1[C:15]2[C:16]3=[C:17]4[C:12](=[CH:13][CH:14]=2)[CH:11]=[CH:10][C:9](Br)=[C:8]4[CH:7]=[CH:6][C:5]3=[CH:4][CH:3]=1.[CH:19]1[C:28]2[C:23](=[CH:24][CH:25]=[CH:26][CH:27]=2)[CH:22]=[CH:21][C:20]=1B(O)O.[C:32]1([CH3:38])[CH:37]=[CH:36][CH:35]=[CH:34][CH:33]=1.C(=O)([O-])[O-].[Na+].[Na+].O1C[CH2:48][CH2:47][CH2:46]1. The catalyst is C1C=CC([P]([Pd]([P](C2C=CC=CC=2)(C2C=CC=CC=2)C2C=CC=CC=2)([P](C2C=CC=CC=2)(C2C=CC=CC=2)C2C=CC=CC=2)[P](C2C=CC=CC=2)(C2C=CC=CC=2)C2C=CC=CC=2)(C2C=CC=CC=2)C2C=CC=CC=2)=CC=1. The product is [CH:19]1[C:28]2[C:23](=[CH:24][CH:25]=[CH:26][CH:27]=2)[CH:22]=[CH:21][C:20]=1[C:2]1[C:15]2[C:16]3=[C:17]4[C:12](=[CH:13][CH:14]=2)[CH:11]=[CH:10][C:9]([C:34]2[CH:35]=[CH:36][C:37]5[C:32](=[CH:38][CH:46]=[CH:47][CH:48]=5)[CH:33]=2)=[C:8]4[CH:7]=[CH:6][C:5]3=[CH:4][CH:3]=1. The yield is 0.940. (3) The reactants are [N+](C1C=CC(S([N:13]2[C:17]3([CH2:22][CH2:21][O:20][CH2:19][CH2:18]3)[CH2:16][CH2:15][CH:14]2[C:23]([O:25][CH2:26][CH3:27])=[O:24])(=O)=O)=CC=1)([O-])=O.C(=O)([O-])[O-].[K+].[K+].C1OCCOCCOCCOCCOCCOC1.C1(S)C=CC=CC=1. The catalyst is C(#N)C. The product is [NH:13]1[C:17]2([CH2:18][CH2:19][O:20][CH2:21][CH2:22]2)[CH2:16][CH2:15][CH:14]1[C:23]([O:25][CH2:26][CH3:27])=[O:24]. The yield is 0.900. (4) The reactants are [Cl:1][C:2]1[CH:7]=[CH:6][C:5]([C:8]2[CH:9]=[N:10][CH:11]=[C:12]3[C:17]=2[N:16]=[C:15]([C:18]([OH:20])=O)[CH:14]=[CH:13]3)=[CH:4][CH:3]=1.C(N(CC)C(C)C)(C)C.F[P-](F)(F)(F)(F)F.N1(OC(N(C)C)=[N+](C)C)C2N=CC=CC=2N=N1.[NH:54]1[CH2:58][CH2:57][CH:56]([OH:59])[CH2:55]1. The catalyst is CN(C)C=O. The product is [Cl:1][C:2]1[CH:3]=[CH:4][C:5]([C:8]2[CH:9]=[N:10][CH:11]=[C:12]3[C:17]=2[N:16]=[C:15]([C:18]([N:54]2[CH2:58][CH2:57][CH:56]([OH:59])[CH2:55]2)=[O:20])[CH:14]=[CH:13]3)=[CH:6][CH:7]=1. The yield is 0.700. (5) The reactants are [OH:1][CH2:2][C:3]([CH2:7][OH:8])([CH2:5][OH:6])[CH3:4].FC1C(O[C:17](=[O:30])[O:18][C:19]2[C:24]([F:25])=[C:23]([F:26])[C:22]([F:27])=[C:21]([F:28])[C:20]=2[F:29])=C(F)C(F)=C(F)C=1F.[F-].[Cs+].[O:37]1CCC[CH2:38]1. No catalyst specified. The product is [C:17](=[O:30])([O:18][C:19]1[C:20]([F:29])=[C:21]([F:28])[C:22]([F:27])=[C:23]([F:26])[C:24]=1[F:25])[O:1][CH2:2][C:3]1([CH3:4])[CH2:7][O:8][C:38](=[O:37])[O:6][CH2:5]1. The yield is 0.670.